From a dataset of Forward reaction prediction with 1.9M reactions from USPTO patents (1976-2016). Predict the product of the given reaction. (1) Given the reactants CN(C(ON1N=NC2C=CC=NC1=2)=[N+](C)C)C.F[P-](F)(F)(F)(F)F.Cl.[CH:26]1([N:29]2[C:38]3[C:33](=[CH:34][C:35]([F:58])=[C:36]([N:41]4[CH2:46][CH2:45][CH2:44][C:43](=[C:47]([F:57])[CH2:48][NH:49][C:50]([C@@H:52]5[CH2:56][CH2:55][CH2:54][NH:53]5)=[O:51])[CH2:42]4)[C:37]=3[O:39][CH3:40])[C:32](=[O:59])[C:31]([C:60]([OH:62])=[O:61])=[CH:30]2)[CH2:28][CH2:27]1.[C:63]([O:67][C:68]([NH:70][C@@H:71]([CH2:75][CH2:76][CH2:77][CH2:78][NH:79][C:80]([O:82][C:83]([CH3:86])([CH3:85])[CH3:84])=[O:81])[C:72](O)=[O:73])=[O:69])([CH3:66])([CH3:65])[CH3:64].CCN(C(C)C)C(C)C, predict the reaction product. The product is: [C:63]([O:67][C:68]([NH:70][C@@H:71]([CH2:75][CH2:76][CH2:77][CH2:78][NH:79][C:80]([O:82][C:83]([CH3:86])([CH3:85])[CH3:84])=[O:81])[C:72]([N:53]1[CH2:54][CH2:55][CH2:56][C@H:52]1[C:50]([NH:49][CH2:48][C:47](=[C:43]1[CH2:44][CH2:45][CH2:46][N:41]([C:36]2[C:37]([O:39][CH3:40])=[C:38]3[C:33]([C:32](=[O:59])[C:31]([C:60]([OH:62])=[O:61])=[CH:30][N:29]3[CH:26]3[CH2:28][CH2:27]3)=[CH:34][C:35]=2[F:58])[CH2:42]1)[F:57])=[O:51])=[O:73])=[O:69])([CH3:66])([CH3:65])[CH3:64]. (2) Given the reactants Br[C:2]1[CH:3]=[CH:4][C:5]([N:8]2[CH2:17][CH2:16][C:11]3([CH2:14][CH:13]([OH:15])[CH2:12]3)[CH2:10][CH2:9]2)=[N:6][CH:7]=1.[F:18][C:19]1[CH:24]=[CH:23][C:22](B(O)O)=[CH:21][CH:20]=1.C(=O)([O-])[O-].[Cs+].[Cs+].O1CCCC1, predict the reaction product. The product is: [F:18][C:19]1[CH:24]=[CH:23][C:22]([C:2]2[CH:3]=[CH:4][C:5]([N:8]3[CH2:17][CH2:16][C:11]4([CH2:14][CH:13]([OH:15])[CH2:12]4)[CH2:10][CH2:9]3)=[N:6][CH:7]=2)=[CH:21][CH:20]=1. (3) Given the reactants [Cl:1][C:2]1[N:10]=[C:9]2[C:5]([N:6]=[CH:7][NH:8]2)=[C:4]([Cl:11])[N:3]=1.[C:12]([O-])([O-])=O.[K+].[K+].IC, predict the reaction product. The product is: [Cl:1][C:2]1[N:10]=[C:9]2[C:5]([N:6]=[CH:7][N:8]2[CH3:12])=[C:4]([Cl:11])[N:3]=1. (4) Given the reactants [NH2:1][C:2]1[CH:3]=[CH:4][CH:5]=[C:6]2[C:11]=1[CH:10]=[C:9]([O:12][C:13]1[CH:14]=[CH:15][C:16]3[N:20]=[C:19]([CH2:21][O:22][C:23]4[CH:36]=[CH:35][C:26]([CH2:27][CH:28]5[S:32][C:31](=[O:33])[NH:30][C:29]5=[O:34])=[CH:25][CH:24]=4)[N:18]([CH3:37])[C:17]=3[CH:38]=1)[CH:8]=[CH:7]2.[C:39]12([N:49]=[C:50]=[O:51])[CH2:48][CH:43]3[CH2:44][CH:45]([CH2:47][CH:41]([CH2:42]3)[CH2:40]1)[CH2:46]2, predict the reaction product. The product is: [C:39]12([NH:49][C:50]([NH:1][C:2]3[C:11]4[C:6](=[CH:7][CH:8]=[C:9]([O:12][C:13]5[CH:14]=[CH:15][C:16]6[N:20]=[C:19]([CH2:21][O:22][C:23]7[CH:24]=[CH:25][C:26]([CH2:27][CH:28]8[S:32][C:31](=[O:33])[NH:30][C:29]8=[O:34])=[CH:35][CH:36]=7)[N:18]([CH3:37])[C:17]=6[CH:38]=5)[CH:10]=4)[CH:5]=[CH:4][CH:3]=3)=[O:51])[CH2:48][CH:43]3[CH2:44][CH:45]([CH2:47][CH:41]([CH2:42]3)[CH2:40]1)[CH2:46]2. (5) Given the reactants [CH2:1]([O:8][C:9](=[O:18])[NH:10][C:11]1[CH:16]=[CH:15][C:14]([NH2:17])=[CH:13][CH:12]=1)[C:2]1[CH:7]=[CH:6][CH:5]=[CH:4][CH:3]=1.[Br:19][CH2:20][CH2:21][CH2:22][CH2:23][C:24](Cl)=[O:25].C(N(C(C)C)CC)(C)C, predict the reaction product. The product is: [CH2:1]([O:8][C:9](=[O:18])[NH:10][C:11]1[CH:12]=[CH:13][C:14]([NH:17][C:24](=[O:25])[CH2:23][CH2:22][CH2:21][CH2:20][Br:19])=[CH:15][CH:16]=1)[C:2]1[CH:7]=[CH:6][CH:5]=[CH:4][CH:3]=1.